From a dataset of Forward reaction prediction with 1.9M reactions from USPTO patents (1976-2016). Predict the product of the given reaction. (1) Given the reactants C[O:2][C:3]([C:5]1[CH:6]=[C:7]([N:25]2[CH2:30][CH2:29][CH:28]([NH:31][C:32]([O:34][C:35]([CH3:38])([CH3:37])[CH3:36])=[O:33])[CH2:27][CH2:26]2)[CH:8]=[N:9][C:10]=1[O:11][C:12]1[CH:17]=[CH:16][C:15]([O:18][C:19]2[CH:24]=[CH:23][CH:22]=[CH:21][CH:20]=2)=[CH:14][CH:13]=1)=O.[NH3:39], predict the reaction product. The product is: [C:35]([O:34][C:32](=[O:33])[NH:31][CH:28]1[CH2:27][CH2:26][N:25]([C:7]2[CH:8]=[N:9][C:10]([O:11][C:12]3[CH:13]=[CH:14][C:15]([O:18][C:19]4[CH:24]=[CH:23][CH:22]=[CH:21][CH:20]=4)=[CH:16][CH:17]=3)=[C:5]([C:3](=[O:2])[NH2:39])[CH:6]=2)[CH2:30][CH2:29]1)([CH3:36])([CH3:37])[CH3:38]. (2) Given the reactants [Cl:1][C:2]1[C:3]2[C:13]([F:14])=[CH:12][CH:11]=[CH:10][C:4]=2[S:5][C:6]=1[C:7](Cl)=[O:8].[H-].[Al+3].[Li+].[H-].[H-].[H-], predict the reaction product. The product is: [Cl:1][C:2]1[C:3]2[C:13]([F:14])=[CH:12][CH:11]=[CH:10][C:4]=2[S:5][C:6]=1[CH2:7][OH:8]. (3) Given the reactants CC1C=CC(S(O[CH2:12][CH2:13][O:14][CH2:15][CH2:16][O:17][CH2:18][C:19]#[CH:20])(=O)=O)=CC=1.[NH2:21][C:22]1[CH:27]=[CH:26][CH:25]=[CH:24][CH:23]=1, predict the reaction product. The product is: [CH2:18]([O:17][CH2:16][CH2:15][O:14][CH2:13][CH2:12][NH:21][C:22]1[CH:27]=[CH:26][CH:25]=[CH:24][CH:23]=1)[C:19]#[CH:20]. (4) Given the reactants [OH:1][CH:2]1[CH:7]([C:8]2[CH:13]=[CH:12][CH:11]=[C:10]([C:14]([F:17])([F:16])[F:15])[CH:9]=2)[CH2:6][CH2:5][N:4]([C:18]([O:20][C:21]([CH3:24])([CH3:23])[CH3:22])=[O:19])[CH2:3]1.Br[CH2:26][C:27]1[CH:36]=[CH:35][C:34]2[C:29](=[CH:30][CH:31]=[CH:32][CH:33]=2)[CH:28]=1, predict the reaction product. The product is: [CH:28]1[C:29]2[C:34](=[CH:33][CH:32]=[CH:31][CH:30]=2)[CH:35]=[CH:36][C:27]=1[CH2:26][O:1][CH:2]1[CH:7]([C:8]2[CH:13]=[CH:12][CH:11]=[C:10]([C:14]([F:15])([F:17])[F:16])[CH:9]=2)[CH2:6][CH2:5][N:4]([C:18]([O:20][C:21]([CH3:24])([CH3:23])[CH3:22])=[O:19])[CH2:3]1. (5) Given the reactants ClC1C=CC(N2C=C(C#N)N=N2)=C(C2C=C(O)N=CN=2)C=1.[Cl:22][C:23]1[CH:24]=[CH:25][C:26]([N:38]2[CH:42]=[C:41]([Si:43]([CH3:46])([CH3:45])[CH3:44])[N:40]=[N:39]2)=[C:27]([C:29]2[C:34]([CH3:35])=[C:33]([O:36]C)[N:32]=[CH:31][N:30]=2)[CH:28]=1, predict the reaction product. The product is: [Cl:22][C:23]1[CH:24]=[CH:25][C:26]([N:38]2[CH:42]=[C:41]([Si:43]([CH3:44])([CH3:46])[CH3:45])[N:40]=[N:39]2)=[C:27]([C:29]2[N:30]=[CH:31][N:32]=[C:33]([OH:36])[C:34]=2[CH3:35])[CH:28]=1.